From a dataset of Reaction yield outcomes from USPTO patents with 853,638 reactions. Predict the reaction yield, written as a fraction of the theoretical maximum amount of product (1.0 means a 100% yield; for example, 0.34 means a 34% yield). The reactants are C(OC([N:8]1[CH2:12][CH2:11][C@@H:10]([N:13]2[C:17]3[N:18]=[CH:19][N:20]=[C:21]([NH2:22])[C:16]=3[C:15]([C:23]3[CH:28]=[CH:27][C:26]([O:29][C:30]4[CH:35]=[CH:34][CH:33]=[CH:32][CH:31]=4)=[CH:25][CH:24]=3)=[CH:14]2)[CH2:9]1)=O)(C)(C)C.C(O)(C(F)(F)F)=O.[N:43]([O-:45])=[O:44].[Na+]. No catalyst specified. The product is [N+:43]([C:14]1[N:13]([C@@H:10]2[CH2:11][CH2:12][NH:8][CH2:9]2)[C:17]2[N:18]=[CH:19][N:20]=[C:21]([NH2:22])[C:16]=2[C:15]=1[C:23]1[CH:24]=[CH:25][C:26]([O:29][C:30]2[CH:31]=[CH:32][CH:33]=[CH:34][CH:35]=2)=[CH:27][CH:28]=1)([O-:45])=[O:44]. The yield is 1.00.